From a dataset of Forward reaction prediction with 1.9M reactions from USPTO patents (1976-2016). Predict the product of the given reaction. Given the reactants [Cl:1][C:2]1[CH:7]=[CH:6][C:5]([CH2:8][NH:9][C:10]([CH:12]2[CH2:14][CH2:13]2)=[O:11])=[CH:4][C:3]=1[NH:15][NH:16]C(OC(C)(C)C)=O.[F:24][C:25]1[CH:35]=[C:34]([C:36]([F:39])([F:38])[F:37])[CH:33]=[CH:32][C:26]=1[C:27]([N:29]=[C:30]=[O:31])=O.C(O)(C(F)(F)F)=O, predict the reaction product. The product is: [Cl:1][C:2]1[CH:7]=[CH:6][C:5]([CH2:8][NH:9][C:10]([CH:12]2[CH2:14][CH2:13]2)=[O:11])=[CH:4][C:3]=1[N:15]1[C:30](=[O:31])[NH:29][C:27]([C:26]2[CH:32]=[CH:33][C:34]([C:36]([F:39])([F:38])[F:37])=[CH:35][C:25]=2[F:24])=[N:16]1.